This data is from Catalyst prediction with 721,799 reactions and 888 catalyst types from USPTO. The task is: Predict which catalyst facilitates the given reaction. Reactant: [Cl:1][C:2]1[C:3]2[C:7]([CH:8]=[CH:9][C:10]=1[F:11])=[N:6][N:5]1[C:12]([CH:17]3[CH2:22][CH2:21][N:20](C(OC(C)(C)C)=O)[CH2:19][CH2:18]3)=[CH:13][C:14](=[O:16])[NH:15][C:4]=21.Cl. Product: [ClH:1].[Cl:1][C:2]1[C:3]2[C:7]([CH:8]=[CH:9][C:10]=1[F:11])=[N:6][N:5]1[C:12]([CH:17]3[CH2:22][CH2:21][NH:20][CH2:19][CH2:18]3)=[CH:13][C:14](=[O:16])[NH:15][C:4]=21. The catalyst class is: 12.